From a dataset of Forward reaction prediction with 1.9M reactions from USPTO patents (1976-2016). Predict the product of the given reaction. The product is: [OH:22][C:8]1[C:9]([C:13]([N:15]2[CH2:20][CH2:19][N:18]([CH3:21])[CH2:17][CH2:16]2)=[O:14])=[CH:10][CH:11]=[CH:12][C:7]=1[NH:6][C:5]1[C:4](=[O:23])[C:3](=[O:24])[C:2]=1[NH:25][C:26]1[CH:31]=[CH:30][CH:29]=[CH:28][CH:27]=1. Given the reactants Cl[C:2]1[C:3](=[O:24])[C:4](=[O:23])[C:5]=1[NH:6][C:7]1[CH:12]=[CH:11][CH:10]=[C:9]([C:13]([N:15]2[CH2:20][CH2:19][N:18]([CH3:21])[CH2:17][CH2:16]2)=[O:14])[C:8]=1[OH:22].[NH2:25][C:26]1[CH:31]=[CH:30][CH:29]=[CH:28][CH:27]=1, predict the reaction product.